From a dataset of CYP2C9 inhibition data for predicting drug metabolism from PubChem BioAssay. Regression/Classification. Given a drug SMILES string, predict its absorption, distribution, metabolism, or excretion properties. Task type varies by dataset: regression for continuous measurements (e.g., permeability, clearance, half-life) or binary classification for categorical outcomes (e.g., BBB penetration, CYP inhibition). Dataset: cyp2c9_veith. The drug is S=C(NCCC(c1ccccc1)c1ccccc1)Nc1ccc(Cl)cc1. The result is 1 (inhibitor).